From a dataset of Full USPTO retrosynthesis dataset with 1.9M reactions from patents (1976-2016). Predict the reactants needed to synthesize the given product. (1) The reactants are: [CH2:1]([O:3][C:4]([C:6]1[N:7]([CH2:23][CH2:24][CH2:25][NH:26]C(OC(C)(C)C)=O)[C:8]2[C:13]([CH:14]=1)=[CH:12][C:11]([O:15][CH2:16][C:17]1[CH:22]=[CH:21][CH:20]=[CH:19][CH:18]=1)=[CH:10][CH:9]=2)=[O:5])[CH3:2].FC(F)(F)C(O)=O. Given the product [CH2:1]([O:3][C:4]([C:6]1[N:7]([CH2:23][CH2:24][CH2:25][NH2:26])[C:8]2[C:13]([CH:14]=1)=[CH:12][C:11]([O:15][CH2:16][C:17]1[CH:22]=[CH:21][CH:20]=[CH:19][CH:18]=1)=[CH:10][CH:9]=2)=[O:5])[CH3:2], predict the reactants needed to synthesize it. (2) Given the product [CH3:19][CH:20]1[NH:14][C@H:10]([C:11]([OH:13])=[O:12])[CH2:9][Se:8]1, predict the reactants needed to synthesize it. The reactants are: [CH2:9]([Se:8][Se:8][CH2:9][C@H:10]([NH2:14])[C:11]([OH:13])=[O:12])[C@H:10]([NH2:14])[C:11]([OH:13])=[O:12].[OH-].[Na+].[BH4-].[Na+].[CH:19](=O)[CH3:20].